The task is: Regression/Classification. Given a drug SMILES string, predict its absorption, distribution, metabolism, or excretion properties. Task type varies by dataset: regression for continuous measurements (e.g., permeability, clearance, half-life) or binary classification for categorical outcomes (e.g., BBB penetration, CYP inhibition). Dataset: b3db_classification.. This data is from Blood-brain barrier permeability classification from the B3DB database. (1) The drug is CC(C)(ON=C(C(=O)NC1C(=O)N2C(C(=O)O)=C(C[n+]3ccccc3)CSC12)c1csc(N)n1)C(=O)O. The result is 1 (penetrates BBB). (2) The drug is O=C1c2c(O)cccc2Cc2cccc(O)c21. The result is 0 (does not penetrate BBB).